Dataset: Full USPTO retrosynthesis dataset with 1.9M reactions from patents (1976-2016). Task: Predict the reactants needed to synthesize the given product. (1) The reactants are: [Cl:1][C:2]1[CH:3]=[N:4][CH:5]=[C:6]([Cl:20])[C:7]=1[S:8][C:9]1[S:13][C:12]([C:14]([OH:16])=O)=[CH:11][C:10]=1[N+:17]([O-:19])=[O:18].[CH3:21][O:22][C:23]1[CH:24]=[C:25]([CH:27]=[CH:28][C:29]=1[O:30][CH3:31])[NH2:26]. Given the product [Cl:20][C:6]1[CH:5]=[N:4][CH:3]=[C:2]([Cl:1])[C:7]=1[S:8][C:9]1[S:13][C:12]([C:14]([NH:26][C:25]2[CH:27]=[CH:28][C:29]([O:30][CH3:31])=[C:23]([O:22][CH3:21])[CH:24]=2)=[O:16])=[CH:11][C:10]=1[N+:17]([O-:19])=[O:18], predict the reactants needed to synthesize it. (2) Given the product [F:12][C:3]1[CH:4]=[CH:5][C:6]([N+:9]([O-:11])=[O:10])=[C:7]([F:8])[C:2]=1[CH:13]=[CH2:14], predict the reactants needed to synthesize it. The reactants are: Br[C:2]1[C:7]([F:8])=[C:6]([N+:9]([O-:11])=[O:10])[CH:5]=[CH:4][C:3]=1[F:12].[CH2:13](C([SnH3])=C(CCCC)CCCC)[CH2:14]CC. (3) Given the product [CH2:1]([O:8][C:9]([NH:11][C@H:12]([C:14](=[S:26])[NH2:16])[CH3:13])=[O:10])[C:2]1[CH:7]=[CH:6][CH:5]=[CH:4][CH:3]=1, predict the reactants needed to synthesize it. The reactants are: [CH2:1]([O:8][C:9]([NH:11][C@H:12]([C:14]([NH2:16])=O)[CH3:13])=[O:10])[C:2]1[CH:7]=[CH:6][CH:5]=[CH:4][CH:3]=1.COC1C=CC(P2(SP(C3C=CC(OC)=CC=3)(=S)S2)=[S:26])=CC=1. (4) Given the product [Cl:11][C:7]1[CH:8]=[CH:9][CH:10]=[C:2]([I:17])[C:3]=1[C:4]([OH:6])=[O:5], predict the reactants needed to synthesize it. The reactants are: N[C:2]1[CH:10]=[CH:9][CH:8]=[C:7]([Cl:11])[C:3]=1[C:4]([OH:6])=[O:5].Cl.N([O-])=O.[Na+].[I-:17].[K+].S(=O)(=O)(O)O.S([O-])([O-])(=O)=S.[Na+].[Na+]. (5) Given the product [CH3:26][C:14]1[NH:12][C:9]2[C:8]([C:21]=1[CH3:22])=[CH:7][C:6]([C:4]([O:3][CH2:1][CH3:2])=[O:5])=[CH:11][CH:10]=2, predict the reactants needed to synthesize it. The reactants are: [CH2:1]([O:3][C:4]([C:6]1[CH:11]=[CH:10][C:9]([N:12]([C:14](OC(C)(C)C)=O)N)=[CH:8][CH:7]=1)=[O:5])[CH3:2].[CH3:21][C:22](=O)CC.[C:26]1(C)C=CC=CC=1. (6) Given the product [NH2:28][C:25]1[CH:26]=[CH:27][C:22]([CH:7]([CH2:6][CH:1]2[CH2:2][CH2:3][CH2:4][CH2:5]2)[C:8]([NH:10][C:11]2[S:12][C:13]3[C:18]([N:19]=2)=[CH:17][CH:16]=[C:15]([O:20][CH3:21])[N:14]=3)=[O:9])=[CH:23][CH:24]=1, predict the reactants needed to synthesize it. The reactants are: [CH:1]1([CH2:6][CH:7]([C:22]2[CH:27]=[CH:26][C:25]([N+:28]([O-])=O)=[CH:24][CH:23]=2)[C:8]([NH:10][C:11]2[S:12][C:13]3[C:18]([N:19]=2)=[CH:17][CH:16]=[C:15]([O:20][CH3:21])[N:14]=3)=[O:9])[CH2:5][CH2:4][CH2:3][CH2:2]1. (7) Given the product [CH3:1][C:2]1([CH3:19])[O:6][CH:5]([CH2:7][N:21]([CH3:22])[CH3:20])[CH2:4][O:3]1, predict the reactants needed to synthesize it. The reactants are: [CH3:1][C:2]1([CH3:19])[O:6][CH:5]([CH2:7]OS(C2C=CC(C)=CC=2)(=O)=O)[CH2:4][O:3]1.[CH3:20][NH:21][CH3:22]. (8) Given the product [CH:1]1([C:7]2([CH2:8][O:9][CH3:20])[C:12]3([CH2:18][CH2:15][CH2:16][CH2:14][O:13]3)[O:11][CH2:10]2)[CH2:6][CH2:5][CH2:4][CH2:3][CH2:2]1, predict the reactants needed to synthesize it. The reactants are: [CH:1]1([C:7]([CH2:12][O:13][CH3:14])([CH2:10][OH:11])[CH2:8][OH:9])[CH2:6][CH2:5][CH2:4][CH2:3][CH2:2]1.[C:15]1(=O)[CH2:18]C[CH2:16]1.[C:20]1(C)C=CC(S(O)(=O)=O)=CC=1.C(=O)([O-])O.[Na+]. (9) Given the product [N:39]([CH2:12][C:7]1[CH:8]=[N:9][C:10]2[C:5]([CH:6]=1)=[CH:4][CH:3]=[C:2]([CH3:1])[CH:11]=2)=[N+:40]=[N-:41], predict the reactants needed to synthesize it. The reactants are: [CH3:1][C:2]1[CH:11]=[C:10]2[C:5]([CH:6]=[C:7]([CH2:12]O)[CH:8]=[N:9]2)=[CH:4][CH:3]=1.C1CCN2C(=NCCC2)CC1.C1C=CC(P([N:39]=[N+:40]=[N-:41])(C2C=CC=CC=2)=O)=CC=1.